This data is from Full USPTO retrosynthesis dataset with 1.9M reactions from patents (1976-2016). The task is: Predict the reactants needed to synthesize the given product. (1) Given the product [CH3:1][CH:2]([O:11][C:6]([CH3:7])=[O:10])[CH2:3][O:4][CH3:12], predict the reactants needed to synthesize it. The reactants are: [CH3:1][CH2:2][C:3](C)=[O:4].[C:6]([OH:11])(=[O:10])[C:7](C)=C.[CH3:12]C(N=NC(C#N)(C)C)(C#N)C. (2) Given the product [Cl:1][C:2]1[CH:10]=[C:9]2[C:5]([C:6]([CH2:11][O:12][CH3:13])=[CH:7][N:8]2[S:24]([C:21]2[CH:22]=[CH:23][C:18]([O:17][CH3:16])=[C:19]([N:28]3[CH2:29][CH2:30][N:31]([C:34](=[O:39])[C:35]([F:38])([F:36])[F:37])[CH2:32][CH2:33]3)[CH:20]=2)(=[O:25])=[O:26])=[CH:4][CH:3]=1, predict the reactants needed to synthesize it. The reactants are: [Cl:1][C:2]1[CH:10]=[C:9]2[C:5]([C:6]([CH2:11][O:12][CH3:13])=[CH:7][NH:8]2)=[CH:4][CH:3]=1.[H-].[Na+].[CH3:16][O:17][C:18]1[CH:23]=[CH:22][C:21]([S:24](Cl)(=[O:26])=[O:25])=[CH:20][C:19]=1[N:28]1[CH2:33][CH2:32][N:31]([C:34](=[O:39])[C:35]([F:38])([F:37])[F:36])[CH2:30][CH2:29]1.